Dataset: Catalyst prediction with 721,799 reactions and 888 catalyst types from USPTO. Task: Predict which catalyst facilitates the given reaction. (1) Reactant: [NH:1]1[C:5]2=[N:6][CH:7]=[C:8]([C:10]3[CH:11]=[N:12][N:13]([CH:15]4[CH2:20][CH2:19][N:18]([C:21]([O:23][C:24]([CH3:27])([CH3:26])[CH3:25])=[O:22])[CH2:17][CH2:16]4)[CH:14]=3)[CH:9]=[C:4]2[CH:3]=[CH:2]1.[I:28]N1C(=O)CCC1=O. Product: [I:28][C:3]1[C:4]2[C:5](=[N:6][CH:7]=[C:8]([C:10]3[CH:11]=[N:12][N:13]([CH:15]4[CH2:16][CH2:17][N:18]([C:21]([O:23][C:24]([CH3:27])([CH3:26])[CH3:25])=[O:22])[CH2:19][CH2:20]4)[CH:14]=3)[CH:9]=2)[NH:1][CH:2]=1. The catalyst class is: 21. (2) Reactant: [ClH:1].[NH2:2][C:3]([CH3:12])(/[CH:7]=[CH:8]\[CH2:9][C:10]#[N:11])[C:4]([OH:6])=[O:5].[BH4-].[Na+].Cl. Product: [ClH:1].[ClH:1].[NH2:2][C:3]([CH3:12])(/[CH:7]=[CH:8]\[CH2:9][CH2:10][NH2:11])[C:4]([OH:6])=[O:5]. The catalyst class is: 5. (3) Reactant: [CH:1]12[NH:8][CH:5]([CH2:6][CH2:7]1)[CH2:4][CH2:3][CH2:2]2.[C:9]([C:11]1[C:20]2[C:15](=[CH:16][CH:17]=[CH:18][CH:19]=2)[C:14](F)=[CH:13][CH:12]=1)#[N:10]. Product: [CH:5]12[N:8]([C:14]3[C:15]4[C:20](=[CH:19][CH:18]=[CH:17][CH:16]=4)[C:11]([C:9]#[N:10])=[CH:12][CH:13]=3)[CH:1]([CH2:7][CH2:6]1)[CH2:2][CH2:3][CH2:4]2. The catalyst class is: 17. (4) Reactant: [CH3:1][N:2]([CH2:4][CH2:5][CH:6]1[CH2:15][CH2:14][C:13]2[C:8](=[CH:9][CH:10]=[C:11]([OH:16])[CH:12]=2)[CH2:7]1)[CH3:3].[H-].[Na+].[Br:19][C:20]1[CH:27]=[CH:26][C:23]([CH2:24][Cl:25])=[CH:22][CH:21]=1. Product: [ClH:25].[Br:19][C:20]1[CH:27]=[CH:26][C:23]([CH2:24][O:16][C:11]2[CH:12]=[C:13]3[C:8](=[CH:9][CH:10]=2)[CH2:7][CH:6]([CH2:5][CH2:4][N:2]([CH3:3])[CH3:1])[CH2:15][CH2:14]3)=[CH:22][CH:21]=1. The catalyst class is: 93. (5) Reactant: [OH:1][C:2]([CH3:7])([CH3:6])[C:3](=[O:5])[CH3:4].[C:8](OC(=O)C)(=[O:10])[CH3:9].CCN(CC)CC.Cl. Product: [C:8]([O:1][C:2]([CH3:7])([CH3:6])[C:3](=[O:5])[CH3:4])(=[O:10])[CH3:9]. The catalyst class is: 79. (6) Reactant: [C:1]1([C:6]([O:8][CH3:9])=[O:7])[CH2:5][CH2:4][CH2:3][CH:2]=1.Br[C:11]1[CH:12]=[CH:13][C:14]([N:28]([CH2:33][CH:34]([CH3:36])[CH3:35])[CH2:29][CH:30]([CH3:32])[CH3:31])=[C:15]([NH:17][C:18]([NH:20][C:21]2[CH:26]=[CH:25][C:24]([CH3:27])=[CH:23][CH:22]=2)=[O:19])[CH:16]=1.C1(C)C=CC=CC=1P(C1C=CC=CC=1C)C1C=CC=CC=1C. Product: [CH2:29]([N:28]([CH2:33][CH:34]([CH3:36])[CH3:35])[C:14]1[CH:13]=[CH:12][C:11]([C:2]2[CH2:3][CH2:4][CH2:5][C:1]=2[C:6]([O:8][CH3:9])=[O:7])=[CH:16][C:15]=1[NH:17][C:18]([NH:20][C:21]1[CH:26]=[CH:25][C:24]([CH3:27])=[CH:23][CH:22]=1)=[O:19])[CH:30]([CH3:32])[CH3:31]. The catalyst class is: 274. (7) Reactant: [OH-:1].[Na+].C1N=C(N)[C:6]2[N:11]=[CH:10][N:9]([C@@H:12]3O[C@H](COP(OP(OC[C@H]4O[C@@H](N5C=C(C(N)=O)CC=C5)[C@H](O)[C@@H]4O)(O)=O)(O)=O)[C@@H](O)[C@H]3O)[C:7]=2[N:8]=1.[N-]=[N+]=[N-].[Na+].[CH2:51]([NH:55][CH2:56]O)[C:52]([O-])=[O:53].[Na+]. Product: [N:11]1([C:52](=[O:53])[C:51]2[NH:55][CH:56]=[N:8][C:7]=2[N:9]([CH3:12])[C:10]1=[O:1])[CH3:6]. The catalyst class is: 6. (8) Reactant: [Br:1][C:2]1[S:3][C:4]([CH2:9]Br)=[C:5]([CH2:7]Br)[N:6]=1.O.O.O.O.O.O.O.O.O.[S-2:20].[Na+].[Na+]. Product: [Br:1][C:2]1[S:3][C:4]2[CH2:9][S:20][CH2:7][C:5]=2[N:6]=1. The catalyst class is: 8.